Dataset: Forward reaction prediction with 1.9M reactions from USPTO patents (1976-2016). Task: Predict the product of the given reaction. Given the reactants CON(C)[C:4]([C:6]1[C:11]([N:12]([S:16]([C:19]2[CH:24]=[CH:23][C:22]([Cl:25])=[C:21]([C:26]([F:29])([F:28])[F:27])[CH:20]=2)(=[O:18])=[O:17])COC)=[CH:10][C:9]([Cl:30])=[CH:8][N:7]=1)=[O:5].I[C:33]1[C:34]2[CH:41]=[CH:40][N:39]([CH3:42])[C:35]=2[N:36]=[CH:37][N:38]=1.C(O)C.Cl, predict the reaction product. The product is: [Cl:25][C:22]1[CH:23]=[CH:24][C:19]([S:16]([NH:12][C:11]2[C:6]([C:4]([C:33]3[C:34]4[CH:41]=[CH:40][N:39]([CH3:42])[C:35]=4[N:36]=[CH:37][N:38]=3)=[O:5])=[N:7][CH:8]=[C:9]([Cl:30])[CH:10]=2)(=[O:18])=[O:17])=[CH:20][C:21]=1[C:26]([F:27])([F:29])[F:28].